Task: Predict the reaction yield, written as a fraction of the theoretical maximum amount of product (1.0 means a 100% yield; for example, 0.34 means a 34% yield).. Dataset: Reaction yield outcomes from USPTO patents with 853,638 reactions (1) The reactants are Cl[CH2:2][C:3]1[N:4]=[C:5]([C:11]2[CH:16]=[CH:15][CH:14]=[CH:13][CH:12]=2)[O:6][C:7]=1[CH2:8][CH2:9][CH3:10].S([O-])([O-])(=O)=O.[Na+].[Na+].[C:24](=[O:27])([O-])[O-].[K+].[K+].CN(C)[CH:32]=[O:33]. The catalyst is O. The product is [C:11]1([C:5]2[O:6][C:7]([CH2:8][CH2:9][CH3:10])=[C:3]([CH2:2][O:33][C:32]3[CH:9]=[CH:8][C:7]([CH:24]=[O:27])=[CH:3][CH:2]=3)[N:4]=2)[CH:16]=[CH:15][CH:14]=[CH:13][CH:12]=1. The yield is 0.890. (2) The reactants are [NH2:1][CH2:2][CH2:3][CH2:4][CH2:5][C@H:6]([NH:14][C:15](=[O:34])[NH:16][C@@H:17]([CH2:25][CH2:26][C:27]([O:29][C:30]([CH3:33])([CH3:32])[CH3:31])=[O:28])[C:18]([O:20][C:21]([CH3:24])([CH3:23])[CH3:22])=[O:19])[C:7]([O:9][C:10]([CH3:13])([CH3:12])[CH3:11])=[O:8].[C:35]([O:39][C:40](=[O:100])[CH2:41][N:42]([CH2:92][C:93](=[O:99])[O:94][C:95]([CH3:98])([CH3:97])[CH3:96])[C:43](=[O:91])[CH2:44][N:45]1[CH:49]=[CH:48][N:47]=[C:46]1[CH2:50][N:51]([CH2:65][C:66]1[N:67]([CH2:71][C:72](=[O:90])[N:73]([CH2:82][C:83](=[O:89])[O:84][C:85]([CH3:88])([CH3:87])[CH3:86])[CH2:74][C:75](=[O:81])[O:76][C:77]([CH3:80])([CH3:79])[CH3:78])[CH:68]=[CH:69][N:70]=1)[CH2:52][CH2:53][CH2:54][CH2:55][CH2:56][CH2:57][CH2:58][CH2:59][CH2:60][CH2:61][C:62](O)=[O:63])([CH3:38])([CH3:37])[CH3:36].CCN=C=NCCCN(C)C.C1C=CC2N(O)N=NC=2C=1.CCN(C(C)C)C(C)C. The catalyst is C(Cl)Cl. The product is [C:85]([O:84][C:83](=[O:89])[CH2:82][N:73]([CH2:74][C:75](=[O:81])[O:76][C:77]([CH3:80])([CH3:79])[CH3:78])[C:72](=[O:90])[CH2:71][N:67]1[CH:68]=[CH:69][N:70]=[C:66]1[CH2:65][N:51]([CH2:50][C:46]1[N:45]([CH2:44][C:43]([N:42]([CH2:92][C:93]([O:94][C:95]([CH3:97])([CH3:96])[CH3:98])=[O:99])[CH2:41][C:40](=[O:100])[O:39][C:35]([CH3:38])([CH3:36])[CH3:37])=[O:91])[CH:49]=[CH:48][N:47]=1)[CH2:52][CH2:53][CH2:54][CH2:55][CH2:56][CH2:57][CH2:58][CH2:59][CH2:60][CH2:61][C:62](=[O:63])[NH:1][CH2:2][CH2:3][CH2:4][CH2:5][C@@H:6]([C:7]([O:9][C:10]([CH3:13])([CH3:12])[CH3:11])=[O:8])[NH:14][C:15](=[O:34])[NH:16][C@H:17]([C:18]([O:20][C:21]([CH3:22])([CH3:23])[CH3:24])=[O:19])[CH2:25][CH2:26][C:27]([O:29][C:30]([CH3:33])([CH3:32])[CH3:31])=[O:28])([CH3:86])([CH3:87])[CH3:88]. The yield is 0.210. (3) The reactants are [Cl:1][C:2]1[CH:11]=[CH:10][C:9]2[C:4](=[C:5]([N+:12]([O-])=O)[CH:6]=[CH:7][CH:8]=2)[N:3]=1.O.NN. The catalyst is [Ni].CO. The product is [Cl:1][C:2]1[CH:11]=[CH:10][C:9]2[C:4](=[C:5]([NH2:12])[CH:6]=[CH:7][CH:8]=2)[N:3]=1. The yield is 0.820. (4) The catalyst is [Fe].C1(C)C=CC=CC=1. The product is [C:1]([O:5][C:6](=[O:18])[NH:7][CH2:8][C:9]1[CH:10]=[CH:11][C:12]([NH2:15])=[CH:13][CH:14]=1)([CH3:4])([CH3:2])[CH3:3]. The yield is 0.900. The reactants are [C:1]([O:5][C:6](=[O:18])[NH:7][CH2:8][C:9]1[CH:14]=[CH:13][C:12]([N+:15]([O-])=O)=[CH:11][CH:10]=1)([CH3:4])([CH3:3])[CH3:2].C([O-])=O.[NH4+].O. (5) The reactants are [CH3:1][N:2]1[CH2:7][CH2:6][O:5][C@@H:4]([CH2:8][OH:9])[CH2:3]1.[H-].[Na+].[C:12]1([N:18]2[CH2:23][CH2:22][N:21]([C:24](OC3C=CC([N+]([O-])=O)=CC=3)=[O:25])[CH2:20][CH2:19]2)[CH:17]=[CH:16][CH:15]=[CH:14][CH:13]=1. The catalyst is C1COCC1. The product is [C:12]1([N:18]2[CH2:19][CH2:20][N:21]([C:24]([O:9][CH2:8][C@@H:4]3[O:5][CH2:6][CH2:7][N:2]([CH3:1])[CH2:3]3)=[O:25])[CH2:22][CH2:23]2)[CH:13]=[CH:14][CH:15]=[CH:16][CH:17]=1. The yield is 0.720. (6) The reactants are [H-].[Na+].[Si:3]([O:10][CH2:11][CH2:12][CH2:13][NH:14][C:15]1[C:22]([F:23])=[CH:21][C:18]([C:19]#[N:20])=[C:17]([Cl:24])[N:16]=1)([C:6]([CH3:9])([CH3:8])[CH3:7])([CH3:5])[CH3:4].[CH3:25]N(C=O)C. No catalyst specified. The product is [Si:3]([O:10][CH2:11][CH2:12][CH2:13][N:14]([CH3:25])[C:15]1[C:22]([F:23])=[CH:21][C:18]([C:19]#[N:20])=[C:17]([Cl:24])[N:16]=1)([C:6]([CH3:8])([CH3:9])[CH3:7])([CH3:5])[CH3:4]. The yield is 0.990. (7) The reactants are [Cl:1][C:2]1[CH:3]=[C:4](B(O)O)[CH:5]=[CH:6][CH:7]=1.[CH2:11]([N:18]1[C:26]2[C:21](=[CH:22][CH:23]=[C:24](Br)[CH:25]=2)[CH:20]=[CH:19]1)[C:12]1[CH:17]=[CH:16][CH:15]=[CH:14][CH:13]=1.Cl. The catalyst is [Br-].C([N+](CCCC)(CCCC)CCCC)CCC.O.C1COCC1.C([O-])(=O)C.[Pd+2].C([O-])(=O)C. The product is [CH2:11]([N:18]1[C:26]2[C:21](=[CH:22][CH:23]=[C:24]([C:4]3[CH:5]=[CH:6][CH:7]=[C:2]([Cl:1])[CH:3]=3)[CH:25]=2)[CH:20]=[CH:19]1)[C:12]1[CH:17]=[CH:16][CH:15]=[CH:14][CH:13]=1. The yield is 0.500. (8) The reactants are [Br:1][C:2]1[C:3]([CH3:18])=[C:4]([NH:8][C:9](=O)[C:10]2[CH:15]=[CH:14][CH:13]=[CH:12][C:11]=2[F:16])[CH:5]=[CH:6][CH:7]=1.COC1C=CC(P2(=S)SP(=S)(C3C=CC(OC)=CC=3)[S:28]2)=CC=1. The catalyst is C1(C)C=CC=CC=1. The yield is 0.900. The product is [Br:1][C:2]1[C:3]([CH3:18])=[C:4]([NH:8][C:9](=[S:28])[C:10]2[CH:15]=[CH:14][CH:13]=[CH:12][C:11]=2[F:16])[CH:5]=[CH:6][CH:7]=1. (9) The reactants are [NH2:1][CH2:2][C:3]1[C:4]([NH:19][C@H:20]([C:22]2[CH:27]=[CH:26][C:25]([F:28])=[CH:24][CH:23]=2)[CH3:21])=[N:5][C:6]([NH:10][C:11]2[CH:15]=[C:14]([CH:16]3[CH2:18][CH2:17]3)[NH:13][N:12]=2)=[C:7]([F:9])[CH:8]=1.[O:29]1[CH2:34][CH2:33][N:32]([CH2:35][C:36](O)=[O:37])[CH2:31][CH2:30]1.CN(C(ON1N=NC2C=CC=CC1=2)=[N+](C)C)C.F[P-](F)(F)(F)(F)F.CCN(C(C)C)C(C)C. The catalyst is C(Cl)Cl. The product is [CH:16]1([C:14]2[NH:13][N:12]=[C:11]([NH:10][C:6]3[N:5]=[C:4]([NH:19][C@H:20]([C:22]4[CH:23]=[CH:24][C:25]([F:28])=[CH:26][CH:27]=4)[CH3:21])[C:3]([CH2:2][NH:1][C:36](=[O:37])[CH2:35][N:32]4[CH2:33][CH2:34][O:29][CH2:30][CH2:31]4)=[CH:8][C:7]=3[F:9])[CH:15]=2)[CH2:18][CH2:17]1. The yield is 0.100.